Dataset: Full USPTO retrosynthesis dataset with 1.9M reactions from patents (1976-2016). Task: Predict the reactants needed to synthesize the given product. (1) Given the product [Cl:1][C:2]1[N:3]=[C:4]([NH:12][C@@H:13]([C:16]([CH3:19])([CH3:18])[CH3:17])[CH2:14][OH:15])[C:5]([F:10])=[CH:6][C:7]=1[C:8]#[N:9], predict the reactants needed to synthesize it. The reactants are: [Cl:1][C:2]1[C:7]([C:8]#[N:9])=[CH:6][C:5]([F:10])=[C:4](F)[N:3]=1.[NH2:12][C@@H:13]([C:16]([CH3:19])([CH3:18])[CH3:17])[CH2:14][OH:15].C(N(CC)CC)C. (2) Given the product [OH:1][C:2]1[C:3]([CH3:10])=[CH:4][C:5]([C:16]#[N:17])=[CH:6][C:7]=1[O:8][CH3:9], predict the reactants needed to synthesize it. The reactants are: [OH:1][C:2]1[C:7]([O:8][CH3:9])=[CH:6][CH:5]=[CH:4][C:3]=1[CH3:10].C(C1C=C(C=C(C)C=1O)[C:16]#[N:17])C.